Dataset: HIV replication inhibition screening data with 41,000+ compounds from the AIDS Antiviral Screen. Task: Binary Classification. Given a drug SMILES string, predict its activity (active/inactive) in a high-throughput screening assay against a specified biological target. (1) The molecule is NC(Cc1ccc(B(O)O)cc1)C(=O)NC(CO)CO. The result is 0 (inactive). (2) The molecule is c1cc(C2N3CCCN2CC3)ccn1. The result is 0 (inactive). (3) The drug is CC(CC(=O)NC(CC(C)C(Cl)(Cl)Cl)c1nccs1)C(Cl)(Cl)Cl. The result is 1 (active).